Dataset: Forward reaction prediction with 1.9M reactions from USPTO patents (1976-2016). Task: Predict the product of the given reaction. Given the reactants [OH-:1].[Na+].C([O:5][C:6]([C:8]1[CH:9]=[N:10][N:11]2[CH:16]=[C:15]([C:17]#[N:18])[CH:14]=[N:13][C:12]=12)=[O:7])C.Cl, predict the reaction product. The product is: [C:17]([C:15]1[CH:14]=[N:13][C:12]2[N:11]([N:10]=[CH:9][C:8]=2[C:6]([OH:5])=[O:7])[CH:16]=1)(=[O:1])[NH2:18].